This data is from Forward reaction prediction with 1.9M reactions from USPTO patents (1976-2016). The task is: Predict the product of the given reaction. (1) Given the reactants [C:1]([O-:4])(=[O:3])[CH3:2].[Na+].[CH3:6][O:7][CH:8]([CH:11]=[CH2:12])[CH2:9]O.C(OC(=O)C)(=O)C.C(=O)(O)[O-].[Na+], predict the reaction product. The product is: [C:1]([O:4][CH2:9][CH:8]([O:7][CH3:6])[CH:11]=[CH2:12])(=[O:3])[CH3:2]. (2) Given the reactants [Cl:1][C:2]1[CH:3]=[C:4]([S:9]([NH:12][C:13]2[CH:18]=[CH:17][N:16]=[CH:15][N:14]=2)(=[O:11])=[O:10])[CH:5]=[CH:6][C:7]=1[F:8].C(N(CC)C(C)C)(C)C.[CH3:28][O:29][CH2:30]Cl, predict the reaction product. The product is: [Cl:1][C:2]1[CH:3]=[C:4]([S:9](/[N:12]=[C:13]2/[N:14]=[CH:15][N:16]([CH2:28][O:29][CH3:30])[CH:17]=[CH:18]/2)(=[O:10])=[O:11])[CH:5]=[CH:6][C:7]=1[F:8].